This data is from Reaction yield outcomes from USPTO patents with 853,638 reactions. The task is: Predict the reaction yield, written as a fraction of the theoretical maximum amount of product (1.0 means a 100% yield; for example, 0.34 means a 34% yield). (1) The reactants are [CH3:1][C:2]1[O:6][N:5]=[C:4]([C:7]2[CH:12]=[CH:11][CH:10]=[C:9]([C:13]([F:16])([F:15])[F:14])[CH:8]=2)[C:3]=1[C:17]([OH:19])=O.Cl.C(N=C=NCCCN(C)C)C.[CH3:32][O:33][C:34]1[CH:35]=[C:36]([N:40]2[CH2:45][CH2:44][NH:43][CH2:42][CH2:41]2)[CH:37]=[CH:38][CH:39]=1. The catalyst is ClCCl. The product is [CH3:32][O:33][C:34]1[CH:35]=[C:36]([N:40]2[CH2:45][CH2:44][N:43]([C:17]([C:3]3[C:4]([C:7]4[CH:12]=[CH:11][CH:10]=[C:9]([C:13]([F:14])([F:15])[F:16])[CH:8]=4)=[N:5][O:6][C:2]=3[CH3:1])=[O:19])[CH2:42][CH2:41]2)[CH:37]=[CH:38][CH:39]=1. The yield is 0.750. (2) The reactants are [CH2:1]([NH:8][CH2:9][CH2:10][C:11]1[N:15]([C@@H:16]2[CH2:25][C:24]3[C:19](=[C:20]([F:27])[CH:21]=[C:22]([F:26])[CH:23]=3)[O:18][CH2:17]2)[C:14](=[S:28])[NH:13][CH:12]=1)[C:2]1[CH:7]=[CH:6][CH:5]=[CH:4][CH:3]=1.[ClH:29].C1(C)C=CC=CC=1. The catalyst is CO. The product is [ClH:29].[CH2:1]([NH:8][CH2:9][CH2:10][C:11]1[N:15]([C@@H:16]2[CH2:25][C:24]3[C:19](=[C:20]([F:27])[CH:21]=[C:22]([F:26])[CH:23]=3)[O:18][CH2:17]2)[C:14](=[S:28])[NH:13][CH:12]=1)[C:2]1[CH:7]=[CH:6][CH:5]=[CH:4][CH:3]=1. The yield is 0.940. (3) The reactants are [C:1]1([N:7]2[C:11]3[CH:12]=[CH:13][CH:14]=[CH:15][C:10]=3[N:9]=[C:8]2[C:16]2[CH:21]=[CH:20][C:19](Br)=[CH:18][CH:17]=2)[CH:6]=[CH:5][CH:4]=[CH:3][CH:2]=1.[CH:23]1[C:31]2[C:30]3[CH:32]=[CH:33][CH:34]=[CH:35][C:29]=3[S:28][C:27]=2[C:26]([C:36]2[CH:37]=[CH:38][C:39]3[NH:40][C:41]4[C:46]([C:47]=3[CH:48]=2)=[CH:45][CH:44]=[CH:43][CH:42]=4)=[CH:25][CH:24]=1.C(P(C(C)(C)C)C(C)(C)C)(C)(C)C.CC(C)([O-])C.[Na+]. The catalyst is C1(C)C=CC=CC=1.C1C=CC(/C=C/C(/C=C/C2C=CC=CC=2)=O)=CC=1.C1C=CC(/C=C/C(/C=C/C2C=CC=CC=2)=O)=CC=1.[Pd].CCCCCC. The product is [C:1]1([N:7]2[C:11]3[CH:12]=[CH:13][CH:14]=[CH:15][C:10]=3[N:9]=[C:8]2[C:16]2[CH:21]=[CH:20][C:19]([N:40]3[C:39]4[CH:38]=[CH:37][C:36]([C:26]5[C:27]6[S:28][C:29]7[CH:35]=[CH:34][CH:33]=[CH:32][C:30]=7[C:31]=6[CH:23]=[CH:24][CH:25]=5)=[CH:48][C:47]=4[C:46]4[C:41]3=[CH:42][CH:43]=[CH:44][CH:45]=4)=[CH:18][CH:17]=2)[CH:6]=[CH:5][CH:4]=[CH:3][CH:2]=1. The yield is 0.650. (4) The reactants are Br[CH:2]([CH:13](Br)[C:14]1[CH:19]=[CH:18][C:17]([O:20][CH3:21])=[CH:16][CH:15]=1)[C:3]([C:5]1[CH:10]=[CH:9][CH:8]=[C:7]([O:11][CH3:12])[CH:6]=1)=O.Cl.[NH2:24][OH:25].C(O)C. The catalyst is O. The product is [CH3:12][O:11][C:7]1[CH:6]=[C:5]([C:3]2[CH:2]=[C:13]([C:14]3[CH:19]=[CH:18][C:17]([O:20][CH3:21])=[CH:16][CH:15]=3)[O:25][N:24]=2)[CH:10]=[CH:9][CH:8]=1. The yield is 0.120. (5) The reactants are [Cl:1][C:2]1[CH:3]=[C:4]([CH:8]([C:20]2([OH:26])[CH2:25][CH2:24][CH2:23][CH2:22][CH2:21]2)[C:9]([N:11]2[CH2:16][CH2:15][N:14](C([O-])=O)[CH2:13][CH2:12]2)=O)[CH:5]=[CH:6][CH:7]=1.B.Cl.CO. The catalyst is O1CCCC1. The product is [Cl:1][C:2]1[CH:3]=[C:4]([CH:8]([C:20]2([OH:26])[CH2:21][CH2:22][CH2:23][CH2:24][CH2:25]2)[CH2:9][N:11]2[CH2:16][CH2:15][NH:14][CH2:13][CH2:12]2)[CH:5]=[CH:6][CH:7]=1. The yield is 0.990.